This data is from Forward reaction prediction with 1.9M reactions from USPTO patents (1976-2016). The task is: Predict the product of the given reaction. (1) Given the reactants [C:1](=[O:8])([O:5][CH2:6][CH3:7])OCC.[C:9]([C:12]1[CH:22]=[CH:21][C:15]2[O:16][CH2:17][C:18](=[O:20])[NH:19][C:14]=2[CH:13]=1)(=[O:11])[CH3:10], predict the reaction product. The product is: [O:11]=[C:9]([C:12]1[CH:22]=[CH:21][C:15]2[O:16][CH2:17][C:18](=[O:20])[NH:19][C:14]=2[CH:13]=1)[CH2:10][C:1]([O:5][CH2:6][CH3:7])=[O:8]. (2) Given the reactants [C:1]([CH:3]1[C:7](=O)[CH2:6][N:5]([C:9]([O:11][C:12]([CH3:15])([CH3:14])[CH3:13])=[O:10])[CH2:4]1)#[N:2].Cl.[NH2:17][NH2:18].C(=O)([O-])O.[Na+], predict the reaction product. The product is: [NH2:2][C:1]1[NH:18][N:17]=[C:7]2[CH2:6][N:5]([C:9]([O:11][C:12]([CH3:15])([CH3:14])[CH3:13])=[O:10])[CH2:4][C:3]=12. (3) Given the reactants [Br:1][C:2]1[CH:11]=[CH:10][CH:9]=[C:8]2[C:3]=1[CH:4](O)[CH2:5][N:6]([C:12]([O:14][C:15]([CH3:18])([CH3:17])[CH3:16])=[O:13])[CH2:7]2.C(N(S(F)(F)[F:26])CC)C.C([O-])(O)=O.[Na+], predict the reaction product. The product is: [Br:1][C:2]1[CH:11]=[CH:10][CH:9]=[C:8]2[C:3]=1[CH:4]([F:26])[CH2:5][N:6]([C:12]([O:14][C:15]([CH3:18])([CH3:17])[CH3:16])=[O:13])[CH2:7]2.